Dataset: Full USPTO retrosynthesis dataset with 1.9M reactions from patents (1976-2016). Task: Predict the reactants needed to synthesize the given product. (1) Given the product [C:25]1([CH:23]2[O:24][C@H:4]3[CH:3]=[CH:2][CH2:1][O:8][C@@H:20]3[CH2:21][O:22]2)[CH:11]=[CH:12][CH:13]=[CH:14][CH:15]=1, predict the reactants needed to synthesize it. The reactants are: [CH:1](=[O:8])[C:2]1C=CC=[CH:4][CH:3]=1.CC1[CH:11]=[CH:12][C:13](S(O)(=O)=O)=[CH:14][CH:15]=1.[CH3:20][CH2:21][O:22][C:23]([CH3:25])=[O:24]. (2) Given the product [CH2:1]([NH:5][C:6]1[N:16]=[C:15]([C:17]([F:20])([F:18])[F:19])[CH:14]=[CH:13][C:7]=1[C:8]([OH:10])=[O:9])[CH:2]([CH3:4])[CH3:3], predict the reactants needed to synthesize it. The reactants are: [CH2:1]([NH:5][C:6]1[N:16]=[C:15]([C:17]([F:20])([F:19])[F:18])[CH:14]=[CH:13][C:7]=1[C:8]([O:10]CC)=[O:9])[CH:2]([CH3:4])[CH3:3].[OH-].[Na+]. (3) Given the product [Br:38][CH2:39][C:40]([N:12]([CH:13]1[CH2:18][CH2:17][N:16]([C:19]([O:21][CH2:22][C:23]2[CH:24]=[CH:25][CH:26]=[CH:27][CH:28]=2)=[O:20])[CH2:15][CH2:14]1)[C@@H:3]1[C@@H:2]([OH:1])[CH2:11][CH2:10][C:5]2([O:6][CH2:7][CH2:8][O:9]2)[CH2:4]1)=[O:41], predict the reactants needed to synthesize it. The reactants are: [OH:1][C@H:2]1[CH2:11][CH2:10][C:5]2([O:9][CH2:8][CH2:7][O:6]2)[CH2:4][C@@H:3]1[NH:12][CH:13]1[CH2:18][CH2:17][N:16]([C:19]([O:21][CH2:22][C:23]2[CH:28]=[CH:27][CH:26]=[CH:25][CH:24]=2)=[O:20])[CH2:15][CH2:14]1.C(N(CC)C(C)C)(C)C.[Br:38][CH2:39][C:40](Cl)=[O:41].Cl. (4) Given the product [NH2:63][C:64]1[CH2:65][C:66]([C:86]([N:87]([CH2:91][CH2:92][CH2:93][OH:94])[CH2:88][CH2:89][CH3:90])=[O:102])=[CH:67][C:68]2[CH:74]=[CH:73][C:72]([C:10]3[CH:11]=[C:6]4[C:7](=[CH:8][CH:9]=3)[CH2:1][O:3][C:4]4=[O:5])=[CH:71][C:69]=2[N:70]=1.[C:56]([O:60][C:61]([NH:63][C:64]1[CH2:65][C:66]([C:86](=[O:102])[N:87]([CH2:91][CH2:92][CH2:93][O:94][Si:95]([C:98]([CH3:99])([CH3:101])[CH3:100])([CH3:96])[CH3:97])[CH2:88][CH2:89][CH3:90])=[CH:67][C:68]2[CH:74]=[CH:73][C:72]([C:75]3[CH:85]=[CH:84][C:78]([C:79]([O:81][CH2:82][CH3:83])=[O:80])=[CH:77][CH:76]=3)=[CH:71][C:69]=2[N:70]=1)=[O:62])([CH3:57])([CH3:58])[CH3:59], predict the reactants needed to synthesize it. The reactants are: [CH2:1]([O:3][C:4]([C:6]1[CH:11]=[CH:10][C:9](B(O)O)=[CH:8][CH:7]=1)=[O:5])C.NC1CC(C(N(CCC)CCC)=O)=CC2C=CC(Br)=CC=2N=1.COC(C1C=CC(B(O)O)=CC=1)=O.C(=O)([O-])[O-].[K+].[K+].[C:56]([O:60][C:61]([NH:63][C:64]1[CH2:65][C:66]([C:86](=[O:102])[N:87]([CH2:91][CH2:92][CH2:93][O:94][Si:95]([C:98]([CH3:101])([CH3:100])[CH3:99])([CH3:97])[CH3:96])[CH2:88][CH2:89][CH3:90])=[CH:67][C:68]2[CH:74]=[CH:73][C:72]([C:75]3[CH:85]=[CH:84][C:78]([C:79]([O:81][CH2:82][CH3:83])=[O:80])=[CH:77][CH:76]=3)=[CH:71][C:69]=2[N:70]=1)=[O:62])([CH3:59])([CH3:58])[CH3:57]. (5) The reactants are: [CH2:1]([S:8][C:9]1[CH:10]=[CH:11][C:12]([NH:22][CH:23]2[CH2:28][CH2:27][CH2:26][CH2:25][CH:24]2[OH:29])=[C:13](/[CH:15]=[CH:16]/[C:17]([O:19]CC)=O)[CH:14]=1)[C:2]1[CH:7]=[CH:6][CH:5]=[CH:4][CH:3]=1.C[O-].[Na+]. Given the product [CH2:1]([S:8][C:9]1[CH:14]=[C:13]2[C:12](=[CH:11][CH:10]=1)[N:22]([C@@H:23]1[CH2:28][CH2:27][CH2:26][CH2:25][C@H:24]1[OH:29])[C:17](=[O:19])[CH:16]=[CH:15]2)[C:2]1[CH:7]=[CH:6][CH:5]=[CH:4][CH:3]=1, predict the reactants needed to synthesize it. (6) Given the product [CH3:38][O:37][C:34]1[CH:35]=[CH:36][C:31]([N:8]2[C:9]3[C:10](=[O:30])[N:11]([C:15]4[CH:20]=[CH:19][C:18]([C:21]5[CH:26]=[CH:25][CH:24]=[CH:23][C:22]=5[CH2:27][NH:28][CH3:29])=[CH:17][CH:16]=4)[CH2:12][CH2:13][C:14]=3[C:6]([C:4]([NH2:41])=[O:3])=[N:7]2)=[CH:32][CH:33]=1, predict the reactants needed to synthesize it. The reactants are: C([O:3][C:4]([C:6]1[C:14]2[CH2:13][CH2:12][N:11]([C:15]3[CH:20]=[CH:19][C:18]([C:21]4[CH:26]=[CH:25][CH:24]=[CH:23][C:22]=4[CH2:27][NH:28][CH3:29])=[CH:17][CH:16]=3)[C:10](=[O:30])[C:9]=2[N:8]([C:31]2[CH:36]=[CH:35][C:34]([O:37][CH3:38])=[CH:33][CH:32]=2)[N:7]=1)=O)C.C([NH2:41])=O.CO[Na].O.